This data is from Full USPTO retrosynthesis dataset with 1.9M reactions from patents (1976-2016). The task is: Predict the reactants needed to synthesize the given product. (1) Given the product [CH3:18][S:19]([O:17][CH2:16][C:11]1[C:12]([Cl:15])=[N:13][CH:14]=[C:9]([Br:8])[CH:10]=1)(=[O:21])=[O:20], predict the reactants needed to synthesize it. The reactants are: C(N(CC)CC)C.[Br:8][C:9]1[CH:10]=[C:11]([CH2:16][OH:17])[C:12]([Cl:15])=[N:13][CH:14]=1.[CH3:18][S:19](Cl)(=[O:21])=[O:20]. (2) Given the product [Br:1][C:2]1[N:7]=[CH:6][C:5]([NH:8][C:11]2[CH:19]=[CH:18][C:17]([Cl:20])=[CH:16][C:12]=2[C:13]([OH:15])=[O:14])=[CH:4][C:3]=1[CH3:9], predict the reactants needed to synthesize it. The reactants are: [Br:1][C:2]1[N:7]=[CH:6][C:5]([NH2:8])=[CH:4][C:3]=1[CH3:9].Cl[C:11]1[CH:19]=[CH:18][C:17]([Cl:20])=[CH:16][C:12]=1[C:13]([OH:15])=[O:14]. (3) Given the product [NH:41]([C:28]([C:25]1[CH:24]=[C:23]([C:19]2[CH:18]=[C:17]([O:16][C:15]3[CH:31]=[CH:32][C:12]([NH:11][C:9]([NH:8][C:4]4[CH:5]=[CH:6][CH:7]=[C:2]([CH3:1])[CH:3]=4)=[O:10])=[CH:13][CH:14]=3)[CH:22]=[CH:21][N:20]=2)[NH:27][CH:26]=1)=[O:30])[NH2:49], predict the reactants needed to synthesize it. The reactants are: [CH3:1][C:2]1[CH:3]=[C:4]([NH:8][C:9]([NH:11][C:12]2[CH:32]=[CH:31][C:15]([O:16][C:17]3[CH:22]=[CH:21][N:20]=[C:19]([C:23]4[NH:27][CH:26]=[C:25]([C:28]([OH:30])=O)[CH:24]=4)[CH:18]=3)=[CH:14][CH:13]=2)=[O:10])[CH:5]=[CH:6][CH:7]=1.CN(C(O[N:41]1[N:49]=NC2C=CC=NC1=2)=[N+](C)C)C.F[P-](F)(F)(F)(F)F.C(N(CC)C(C)C)(C)C.O.NN. (4) Given the product [Cl:11][C:12]1[CH:19]=[CH:18][C:15]([CH2:16][N:10]2[C:9]3[C:4](=[N:5][CH:6]=[CH:7][CH:8]=3)[CH:3]=[C:2]2[CH3:1])=[CH:14][CH:13]=1, predict the reactants needed to synthesize it. The reactants are: [CH3:1][C:2]1[NH:10][C:9]2[C:4](=[N:5][CH:6]=[CH:7][CH:8]=2)[CH:3]=1.[Cl:11][C:12]1[CH:19]=[CH:18][C:15]([CH2:16]Cl)=[CH:14][CH:13]=1.[OH-].[K+]. (5) Given the product [CH2:30]([O:8][C:6](=[O:7])[C:5]1[CH:9]=[CH:10][C:2]([N:16]2[CH2:21][CH2:20][NH:19][CH2:18][CH2:17]2)=[CH:3][CH:4]=1)[CH3:31], predict the reactants needed to synthesize it. The reactants are: Br[C:2]1[CH:10]=[CH:9][C:5]([C:6]([OH:8])=[O:7])=[CH:4][CH:3]=1.S(=O)(=O)(O)O.[NH:16]1[CH2:21][CH2:20][NH:19][CH2:18][CH2:17]1.C(=O)([O-])[O-].[K+].[K+].[I-].[K+].[CH2:30](O)[CH3:31].